From a dataset of Reaction yield outcomes from USPTO patents with 853,638 reactions. Predict the reaction yield, written as a fraction of the theoretical maximum amount of product (1.0 means a 100% yield; for example, 0.34 means a 34% yield). The reactants are [Cl:1][C:2]1[CH:6]=[N:5][N:4]([CH3:7])[C:3]=1[C:8]1[CH:9]=[C:10]([NH2:16])[CH:11]=[CH:12][C:13]=1[O:14][CH3:15].[F:17][C:18]([F:29])([F:28])[C:19]1[CH:24]=[CH:23][C:22]([N:25]=[C:26]=[O:27])=[CH:21][CH:20]=1. No catalyst specified. The product is [Cl:1][C:2]1[CH:6]=[N:5][N:4]([CH3:7])[C:3]=1[C:8]1[CH:9]=[C:10]([NH:16][C:26]([NH:25][C:22]2[CH:21]=[CH:20][C:19]([C:18]([F:17])([F:28])[F:29])=[CH:24][CH:23]=2)=[O:27])[CH:11]=[CH:12][C:13]=1[O:14][CH3:15]. The yield is 0.150.